Dataset: Full USPTO retrosynthesis dataset with 1.9M reactions from patents (1976-2016). Task: Predict the reactants needed to synthesize the given product. (1) Given the product [O:20]1[C:24]2[CH:25]=[CH:26][CH:27]=[CH:28][C:23]=2[CH:22]=[C:21]1[C:29]1[N:33]2[N:34]=[C:35]([O:17][CH:9]([CH2:10][N:11]3[CH2:12][CH2:13][O:14][CH2:15][CH2:16]3)[CH2:8][NH2:7])[CH:36]=[CH:37][C:32]2=[N:31][CH:30]=1, predict the reactants needed to synthesize it. The reactants are: C(O)(=O)C(O)=O.[NH2:7][CH2:8][CH:9]([OH:17])[CH2:10][N:11]1[CH2:16][CH2:15][O:14][CH2:13][CH2:12]1.[H-].[Na+].[O:20]1[C:24]2[CH:25]=[CH:26][CH:27]=[CH:28][C:23]=2[CH:22]=[C:21]1[C:29]1[N:33]2[N:34]=[C:35](Cl)[CH:36]=[CH:37][C:32]2=[N:31][CH:30]=1.[Cl-].[NH4+]. (2) Given the product [CH3:1][O:2][CH2:3][CH2:4][N:5]1[CH:9]=[C:8]([O:10][C:12]2[N:13]=[C:14]([OH:22])[C:15]3[CH:21]=[CH:20][N:19]=[CH:18][C:16]=3[N:17]=2)[CH:7]=[N:6]1, predict the reactants needed to synthesize it. The reactants are: [CH3:1][O:2][CH2:3][CH2:4][N:5]1[CH:9]=[C:8]([OH:10])[CH:7]=[N:6]1.Cl[C:12]1[N:13]=[C:14]([OH:22])[C:15]2[CH:21]=[CH:20][N:19]=[CH:18][C:16]=2[N:17]=1. (3) Given the product [Cl:1][C:2]1[CH:3]=[CH:4][C:5]([C@@H:8]([C:9]2[CH:18]=[CH:17][CH:16]=[C:11]([C:12]3[O:13][C:37](=[O:38])[NH:15][N:14]=3)[CH:10]=2)[N:19]2[CH2:22][CH:21]([C@@H:23]([C:28]3[CH:29]=[C:30]([CH:31]=[C:32]([F:34])[CH:33]=3)[C:35]#[N:36])[C:24]([F:27])([CH3:26])[CH3:25])[CH2:20]2)=[CH:6][CH:7]=1, predict the reactants needed to synthesize it. The reactants are: [Cl:1][C:2]1[CH:7]=[CH:6][C:5]([C@H:8]([N:19]2[CH2:22][CH:21]([C@@H:23]([C:28]3[CH:33]=[C:32]([F:34])[CH:31]=[C:30]([C:35]#[N:36])[CH:29]=3)[C:24]([F:27])([CH3:26])[CH3:25])[CH2:20]2)[C:9]2[CH:10]=[C:11]([CH:16]=[CH:17][CH:18]=2)[C:12]([NH:14][NH2:15])=[O:13])=[CH:4][CH:3]=1.[C:37](Cl)(Cl)=[O:38]. (4) Given the product [CH3:12][C:10]1[CH:9]=[CH:8][C:7](=[O:13])[N:6]([CH2:5][C:4]([NH:16][NH2:17])=[O:3])[CH:11]=1, predict the reactants needed to synthesize it. The reactants are: C([O:3][C:4](=O)[CH2:5][N:6]1[CH:11]=[C:10]([CH3:12])[CH:9]=[CH:8][C:7]1=[O:13])C.O.[NH2:16][NH2:17]. (5) The reactants are: [NH2:1][C:2]1[CH:7]=[N:6][C:5](Br)=[CH:4][N:3]=1.C(N(CC)C(C)C)(C)C.[Cl-].[Li+].C([Sn](CCCC)(CCCC)[C:25]1[O:26][CH:27]=[CH:28][CH:29]=1)CCC.[F-].[K+]. Given the product [O:26]1[CH:27]=[CH:28][CH:29]=[C:25]1[C:5]1[N:6]=[CH:7][C:2]([NH2:1])=[N:3][CH:4]=1, predict the reactants needed to synthesize it. (6) Given the product [Cl:31][C:4]1[C:5]2[C:9]3[CH:10]=[CH:11][N:12]=[CH:13][C:8]=3[NH:7][C:6]=2[N:1]=[CH:2][N:3]=1, predict the reactants needed to synthesize it. The reactants are: [N:1]1[C:6]2[NH:7][C:8]3[CH:13]=[N:12][CH:11]=[CH:10][C:9]=3[C:5]=2[C:4](O)=[N:3][CH:2]=1.C(N(CC)CC)C.C1(C)C=CC=CC=1.O=P(Cl)(Cl)[Cl:31].